Dataset: Forward reaction prediction with 1.9M reactions from USPTO patents (1976-2016). Task: Predict the product of the given reaction. (1) Given the reactants Cl.[CH3:2][C@@H:3]1[CH2:7][CH2:6][CH2:5][N:4]1[CH2:8][CH2:9][C:10]1[CH:15]=[CH:14][C:13](B(O)O)=[CH:12][CH:11]=1.Br[C:20]1[CH:25]=[CH:24][C:23]([CH2:26][CH2:27][CH2:28][C:29]([OH:31])=[O:30])=[CH:22][CH:21]=1.C([O-])([O-])=O.[K+].[K+], predict the reaction product. The product is: [CH3:2][C@@H:3]1[CH2:7][CH2:6][CH2:5][N:4]1[CH2:8][CH2:9][C:10]1[CH:15]=[CH:14][C:13]([C:20]2[CH:25]=[CH:24][C:23]([CH2:26][CH2:27][CH2:28][C:29]([OH:31])=[O:30])=[CH:22][CH:21]=2)=[CH:12][CH:11]=1. (2) Given the reactants [CH3:1][C:2]1[CH:7]=[CH:6][CH:5]=[C:4]([NH:8][C:9]2[CH:14]=[CH:13][CH:12]=[CH:11][CH:10]=2)[C:3]=1[NH2:15].[C:16]([O:20][C:21]([NH:23][C@@H:24]([CH3:28])[C:25](O)=[O:26])=[O:22])([CH3:19])([CH3:18])[CH3:17].C1C=CC2N(O)N=NC=2C=1.CN1CCOCC1.Cl.CN(C)CCCN=C=NCC, predict the reaction product. The product is: [C:16]([O:20][C:21](=[O:22])[NH:23][C@H:24]([C:25](=[O:26])[NH:15][C:3]1[C:4]([NH:8][C:9]2[CH:10]=[CH:11][CH:12]=[CH:13][CH:14]=2)=[CH:5][CH:6]=[CH:7][C:2]=1[CH3:1])[CH3:28])([CH3:17])([CH3:18])[CH3:19]. (3) The product is: [Cl:18][C:15]1[CH:16]=[CH:17][C:12]([C:10]2[C:9]3[C:4](=[CH:5][CH:6]=[CH:7][CH:8]=3)[C:3](=[O:19])[N:2]([NH:1][C:31](=[O:32])[CH2:30][C:20]3[C:29]4[C:24](=[CH:25][CH:26]=[CH:27][CH:28]=4)[CH:23]=[CH:22][CH:21]=3)[N:11]=2)=[CH:13][CH:14]=1. Given the reactants [NH2:1][N:2]1[N:11]=[C:10]([C:12]2[CH:17]=[CH:16][C:15]([Cl:18])=[CH:14][CH:13]=2)[C:9]2[C:4](=[CH:5][CH:6]=[CH:7][CH:8]=2)[C:3]1=[O:19].[C:20]1([CH2:30][C:31](O)=[O:32])[C:29]2[C:24](=[CH:25][CH:26]=[CH:27][CH:28]=2)[CH:23]=[CH:22][CH:21]=1, predict the reaction product. (4) Given the reactants [C:1]([C:3]1[CH:4]=[C:5]2[N:11]=[C:10]([C:12]([C:14]3[C:22]([CH2:23][CH3:24])=[CH:21][C:20]([CH3:25])=[C:19]4[C:15]=3[CH:16]=[CH:17][N:18]4[C:26]([O:28][C:29]([CH3:32])([CH3:31])[CH3:30])=[O:27])=[O:13])[N:9]([CH2:33][O:34][CH2:35][CH2:36][Si:37]([CH3:40])([CH3:39])[CH3:38])[C:6]2=[N:7][CH:8]=1)#[N:2].[F-].[Cs+].C[Si](C)(C)[C:45]([F:48])([F:47])[F:46].CCCC[N+](CCCC)(CCCC)CCCC.[F-], predict the reaction product. The product is: [C:1]([C:3]1[CH:4]=[C:5]2[N:11]=[C:10]([C:12]([C:14]3[C:22]([CH2:23][CH3:24])=[CH:21][C:20]([CH3:25])=[C:19]4[C:15]=3[CH:16]=[CH:17][N:18]4[C:26]([O:28][C:29]([CH3:30])([CH3:31])[CH3:32])=[O:27])([OH:13])[C:45]([F:48])([F:47])[F:46])[N:9]([CH2:33][O:34][CH2:35][CH2:36][Si:37]([CH3:40])([CH3:39])[CH3:38])[C:6]2=[N:7][CH:8]=1)#[N:2].